Dataset: Forward reaction prediction with 1.9M reactions from USPTO patents (1976-2016). Task: Predict the product of the given reaction. (1) Given the reactants [N+:1]([C:4]1[CH:12]=[C:11]2[C:7]([CH2:8][CH2:9][CH2:10]2)=[CH:6][C:5]=1[NH:13]C(=O)C)([O-:3])=[O:2], predict the reaction product. The product is: [N+:1]([C:4]1[CH:12]=[C:11]2[C:7]([CH2:8][CH2:9][CH2:10]2)=[CH:6][C:5]=1[NH2:13])([O-:3])=[O:2]. (2) Given the reactants [F:1][C:2]1[CH:7]=[CH:6][CH:5]=[CH:4][C:3]=1[NH:8][N:9]=[CH:10][CH:11]=[C:12]1[C:17](=[O:18])[O:16]C(C)(C)[O:14][C:13]1=O.C[O-].[Na+].Cl, predict the reaction product. The product is: [F:1][C:2]1[CH:7]=[CH:6][CH:5]=[CH:4][C:3]=1[N:8]1[C:13](=[O:14])[C:12]([C:17]([OH:16])=[O:18])=[CH:11][CH:10]=[N:9]1.